Dataset: Forward reaction prediction with 1.9M reactions from USPTO patents (1976-2016). Task: Predict the product of the given reaction. (1) Given the reactants [N+:1]([C:4]1[CH:5]=[CH:6][C:7]2[O:12][CH2:11][C@H:10]([CH2:13][O:14][S:15]([C:18]3[CH:23]=[CH:22][C:21]([CH3:24])=[CH:20][CH:19]=3)(=[O:17])=[O:16])[O:9][C:8]=2[C:25]=1[CH:26]=[C:27]([N+]([O-])=O)[CH2:28][CH3:29])([O-])=O.[H][H], predict the reaction product. The product is: [CH3:24][C:21]1[CH:20]=[CH:19][C:18]([S:15]([O:14][CH2:13][CH:10]2[O:9][C:8]3=[C:25]4[C:4](=[CH:5][CH:6]=[C:7]3[O:12][CH2:11]2)[NH:1][C:27]([CH2:28][CH3:29])=[CH:26]4)(=[O:17])=[O:16])=[CH:23][CH:22]=1. (2) Given the reactants C[O:2][C:3]1[CH:8]=[CH:7][C:6]([C:9]2[N:10]([CH3:24])[C:11](=[O:23])[N:12]([CH3:22])[C:13]=2[C:14]2[CH:19]=[CH:18][C:17]([O:20][CH3:21])=[CH:16][CH:15]=2)=[CH:5][CH:4]=1.B(Br)(Br)Br, predict the reaction product. The product is: [OH:2][C:3]1[CH:4]=[CH:5][C:6]([C:9]2[N:10]([CH3:24])[C:11](=[O:23])[N:12]([CH3:22])[C:13]=2[C:14]2[CH:19]=[CH:18][C:17]([O:20][CH3:21])=[CH:16][CH:15]=2)=[CH:7][CH:8]=1.